This data is from Full USPTO retrosynthesis dataset with 1.9M reactions from patents (1976-2016). The task is: Predict the reactants needed to synthesize the given product. (1) Given the product [N:20]1([C:2]2[N:7]=[C:6]([CH3:8])[N:5]([CH2:9][C:10]3[S:11][C:12]([C:15]([F:18])([F:17])[F:16])=[CH:13][CH:14]=3)[C:4](=[O:19])[N:3]=2)[C:28]2[C:23](=[CH:24][CH:25]=[CH:26][CH:27]=2)[CH2:22][CH2:21]1, predict the reactants needed to synthesize it. The reactants are: Cl[C:2]1[N:7]=[C:6]([CH3:8])[N:5]([CH2:9][C:10]2[S:11][C:12]([C:15]([F:18])([F:17])[F:16])=[CH:13][CH:14]=2)[C:4](=[O:19])[N:3]=1.[NH:20]1[C:28]2[C:23](=[CH:24][CH:25]=[CH:26][CH:27]=2)[CH2:22][CH2:21]1. (2) Given the product [F:1][C:2]1[CH:7]=[CH:6][CH:5]=[C:4]([CH2:8][CH2:9][N+:10]([O-:12])=[O:11])[C:3]=1[CH3:13], predict the reactants needed to synthesize it. The reactants are: [F:1][C:2]1[CH:7]=[CH:6][CH:5]=[C:4](/[CH:8]=[CH:9]/[N+:10]([O-:12])=[O:11])[C:3]=1[CH3:13].[BH4-].[Na+]. (3) Given the product [Cl:10][C:6]1[CH:7]=[CH:8][N:9]=[C:2]2[C:3]=1[CH:4]=[CH:12][C:11]([C:14]1[N:15]=[CH:16][C:17]([NH2:24])=[CH:18][C:19]=1[C:20]([F:23])([F:21])[F:22])=[N:1]2, predict the reactants needed to synthesize it. The reactants are: [NH2:1][C:2]1[N:9]=[CH:8][CH:7]=[C:6]([Cl:10])[C:3]=1[CH:4]=O.[C:11]([C:14]1[C:19]([C:20]([F:23])([F:22])[F:21])=[CH:18][C:17]([NH2:24])=[CH:16][N:15]=1)(=O)[CH3:12].CC([O-])(C)C.[K+]. (4) The reactants are: [OH:1][C:2]1[CH:10]=[CH:9][CH:8]=[CH:7][C:3]=1[C:4]([OH:6])=[O:5].[NH:11]1[CH:15]=[CH:14][N:13]=[CH:12]1.[CH:16]1[N:20]([CH2:21][O:22][CH2:23][CH2:24][OH:25])[C:19]2[N:26]=[C:27]([NH2:31])[N:28]=[C:29]([OH:30])[C:18]=2[N:17]=1.[OH-].[NH4+]. Given the product [CH:16]1[N:20]([CH2:21][O:22][CH2:23][CH2:24][OH:25])[C:19]2[N:26]=[C:27]([NH2:31])[N:28]=[C:29]([OH:30])[C:18]=2[N:17]=1.[OH:1][C:2]1[CH:10]=[CH:9][CH:8]=[CH:7][C:3]=1[C:4]([OH:6])=[O:5].[NH:11]1[CH:15]=[CH:14][N:13]=[CH:12]1, predict the reactants needed to synthesize it.